Dataset: Full USPTO retrosynthesis dataset with 1.9M reactions from patents (1976-2016). Task: Predict the reactants needed to synthesize the given product. Given the product [Cl:31][C:32]1[CH:37]=[CH:36][CH:35]=[CH:34][C:33]=1[C:7]1[C:12]2[O:13][CH:14]([CH2:17][O:18][S:19]([C:22]3[CH:23]=[CH:24][C:25]([CH3:28])=[CH:26][CH:27]=3)(=[O:21])=[O:20])[CH2:15][O:16][C:11]=2[CH:10]=[CH:9][CH:8]=1, predict the reactants needed to synthesize it. The reactants are: FC(F)(F)S(O[C:7]1[C:12]2[O:13][CH:14]([CH2:17][O:18][S:19]([C:22]3[CH:27]=[CH:26][C:25]([CH3:28])=[CH:24][CH:23]=3)(=[O:21])=[O:20])[CH2:15][O:16][C:11]=2[CH:10]=[CH:9][CH:8]=1)(=O)=O.[Cl:31][C:32]1[CH:37]=[CH:36][CH:35]=[CH:34][C:33]=1B(O)O.